Dataset: Forward reaction prediction with 1.9M reactions from USPTO patents (1976-2016). Task: Predict the product of the given reaction. (1) Given the reactants [Cl-].[Li+].C([Mg]Br)C.C(Br)[CH2:8][C@H:9]([CH2:11][CH2:12][CH:13]=[C:14](C)C)[CH3:10].CC(=CCC[C@H](C)CCCC)C.C[C:31]([CH3:33])=[O:32].[OH:34]S(O)(=O)=O.O=[Cr](=O)=O, predict the reaction product. The product is: [CH3:8][C@H:9]([CH2:11][CH2:12][CH2:13][CH3:14])[CH2:10][CH2:33][C:31]([OH:34])=[O:32]. (2) Given the reactants [OH:1][C:2]1[CH:10]=[C:9]2[C:5]([CH2:6][CH2:7][C:8]2=[O:11])=[CH:4][CH:3]=1.C1(P(C2C=CC=CC=2)C2C=CC=CC=2)C=CC=CC=1.[F:31][C:32]([F:37])([F:36])[CH2:33][CH2:34]O.N(C(OC(C)C)=O)=NC(OC(C)C)=O, predict the reaction product. The product is: [F:31][C:32]([F:37])([F:36])[CH2:33][CH2:34][O:1][C:2]1[CH:10]=[C:9]2[C:5]([CH2:6][CH2:7][C:8]2=[O:11])=[CH:4][CH:3]=1.